This data is from Forward reaction prediction with 1.9M reactions from USPTO patents (1976-2016). The task is: Predict the product of the given reaction. (1) Given the reactants [NH2:1][C:2]1[N:25]=[C:5]2[NH:6][C:7]([CH3:24])=[C:8]([C:22]#[N:23])[CH:9]([C:10]3[CH:15]=[CH:14][C:13]([C:16]#[N:17])=[CH:12][C:11]=3[S:18]([CH3:21])(=[O:20])=[O:19])[N:4]2[N:3]=1.[C:26]1(=O)[O:31][C:29](=[O:30])[C:28]2=[CH:32][CH:33]=[CH:34][CH:35]=[C:27]12.C(N(CC)CC)C, predict the reaction product. The product is: [C:16]([C:13]1[CH:14]=[CH:15][C:10]([CH:9]2[N:4]3[N:3]=[C:2]([N:1]4[C:29](=[O:30])[C:28]5[C:27](=[CH:35][CH:34]=[CH:33][CH:32]=5)[C:26]4=[O:31])[N:25]=[C:5]3[NH:6][C:7]([CH3:24])=[C:8]2[C:22]#[N:23])=[C:11]([S:18]([CH3:21])(=[O:20])=[O:19])[CH:12]=1)#[N:17]. (2) The product is: [Cl:1][C:2]1[C:7]([Cl:8])=[C:6]([S:9](=[O:19])(=[O:18])[NH:10][C@@H:11]([CH2:16][CH3:17])[C:12]([F:13])([F:14])[F:15])[CH:5]=[CH:4][C:3]=1[C:20]1[S:24][C:23]([C:25]2[N:29]=[C:28]([CH2:30][C:31]([CH3:37])([CH3:36])[C:32]([OH:34])=[O:33])[O:27][N:26]=2)=[N:22][C:21]=1[C:38]([N:40]1[CH2:45][CH2:44][CH2:43][CH2:42][C@@H:41]1[CH3:46])=[O:39]. Given the reactants [Cl:1][C:2]1[C:7]([Cl:8])=[C:6]([S:9](=[O:19])(=[O:18])[NH:10][C@@H:11]([CH2:16][CH3:17])[C:12]([F:15])([F:14])[F:13])[CH:5]=[CH:4][C:3]=1[C:20]1[S:24][C:23]([C:25]2[N:29]=[C:28]([CH2:30][C:31]([CH3:37])([CH3:36])[C:32]([O:34]C)=[O:33])[O:27][N:26]=2)=[N:22][C:21]=1[C:38]([N:40]1[CH2:45][CH2:44][CH2:43][CH2:42][C@@H:41]1[CH3:46])=[O:39].O[Li].O.CO, predict the reaction product. (3) Given the reactants [C:1](#[N:5])[CH2:2][CH2:3][CH3:4].[CH2:6]([OH:8])[CH3:7].[ClH:9], predict the reaction product. The product is: [ClH:9].[C:1](=[NH:5])([O:8][CH2:6][CH3:7])[CH2:2][CH2:3][CH3:4]. (4) Given the reactants C1(P(C2C=CC=CC=2)C2C=CC=CC=2)C=CC=CC=1.Br[C:21]([Br:24])(Br)Br.[F:25][C:26]1[CH:27]=[CH:28][C:29]([O:34][CH2:35][C:36]#[C:37][C:38]2[CH:43]=[CH:42][C:41]([C:44]([F:47])([F:46])[F:45])=[CH:40][CH:39]=2)=[C:30](CO)[CH:31]=1, predict the reaction product. The product is: [F:25][C:26]1[CH:27]=[CH:28][C:29]([O:34][CH2:35][C:36]#[C:37][C:38]2[CH:43]=[CH:42][C:41]([C:44]([F:45])([F:46])[F:47])=[CH:40][CH:39]=2)=[C:30]([CH:31]=1)[CH2:21][Br:24]. (5) Given the reactants [OH:1][C:2]1[CH:7]=[CH:6][C:5]([C:8]2[CH:16]=[CH:15][C:11]([C:12](O)=[O:13])=[CH:10][CH:9]=2)=[CH:4][CH:3]=1.Cl.CN.C[CH2:21][N:22]=C=NCCCN(C)C.Cl.C1C=CC2N(O)N=NC=2C=1, predict the reaction product. The product is: [OH:1][C:2]1[CH:7]=[CH:6][C:5]([C:8]2[CH:16]=[CH:15][C:11]([C:12]([NH:22][CH3:21])=[O:13])=[CH:10][CH:9]=2)=[CH:4][CH:3]=1. (6) Given the reactants [Cl-].CC1(C)CCCC(C)(C)[N+]1=[O:11].[C:13]([Si:17]([C:32]1[CH:37]=[CH:36][CH:35]=[CH:34][CH:33]=1)([C:26]1[CH:31]=[CH:30][CH:29]=[CH:28][CH:27]=1)[O:18][CH:19]1[CH2:24][CH2:23][C:22](=[O:25])[CH2:21][CH2:20]1)([CH3:16])([CH3:15])[CH3:14], predict the reaction product. The product is: [C:13]([Si:17]([C:26]1[CH:27]=[CH:28][CH:29]=[CH:30][CH:31]=1)([C:32]1[CH:37]=[CH:36][CH:35]=[CH:34][CH:33]=1)[O:18][CH:19]1[CH2:20][CH2:21][C:22](=[O:25])[C:23](=[O:11])[CH2:24]1)([CH3:16])([CH3:14])[CH3:15].